Dataset: Forward reaction prediction with 1.9M reactions from USPTO patents (1976-2016). Task: Predict the product of the given reaction. (1) Given the reactants C([O:5][C:6]([C:8]1[C:9]([N:28]([CH3:30])[CH3:29])=[N:10][C:11]2[C:16]([C:17]=1[C:18]1[CH:23]=[CH:22][CH:21]=[C:20]([CH:24]([CH3:26])[CH3:25])[CH:19]=1)=[CH:15][C:14]([Cl:27])=[CH:13][CH:12]=2)=[O:7])(C)(C)C.Cl, predict the reaction product. The product is: [Cl:27][C:14]1[CH:15]=[C:16]2[C:11](=[CH:12][CH:13]=1)[N:10]=[C:9]([N:28]([CH3:29])[CH3:30])[C:8]([C:6]([OH:7])=[O:5])=[C:17]2[C:18]1[CH:23]=[CH:22][CH:21]=[C:20]([CH:24]([CH3:26])[CH3:25])[CH:19]=1. (2) Given the reactants Cl[C:2]1[N:7]=[CH:6][C:5]([NH2:8])=[C:4]([C:9]2[C:10]([F:26])=[N:11][CH:12]=[C:13]([C:15]3[S:23][C:22]4[CH2:21][CH2:20][N:19]([CH2:24][CH3:25])[CH2:18][C:17]=4[CH:16]=3)[CH:14]=2)[CH:3]=1.[CH3:27][N:28]1[CH:32]=[C:31](B2OC(C)(C)C(C)(C)O2)[CH:30]=[N:29]1, predict the reaction product. The product is: [CH2:24]([N:19]1[CH2:20][CH2:21][C:22]2[S:23][C:15]([C:13]3[CH:14]=[C:9]([C:4]4[CH:3]=[C:2]([C:31]5[CH:30]=[N:29][N:28]([CH3:27])[CH:32]=5)[N:7]=[CH:6][C:5]=4[NH2:8])[C:10]([F:26])=[N:11][CH:12]=3)=[CH:16][C:17]=2[CH2:18]1)[CH3:25]. (3) Given the reactants [Br:1][C:2]1[CH:11]=[C:10]2[C:5]([C:6]([NH:13][CH2:14][CH:15]([CH3:17])[CH3:16])=[C:7]([NH2:12])[CH:8]=[N:9]2)=[N:4][CH:3]=1.C(N(CC)CC)C.[CH2:25]([O:27][CH2:28][C:29](Cl)=O)[CH3:26].C(O)C, predict the reaction product. The product is: [Br:1][C:2]1[CH:3]=[N:4][C:5]2[C:6]3[N:13]([CH2:14][CH:15]([CH3:17])[CH3:16])[C:26]([CH2:25][O:27][CH2:28][CH3:29])=[N:12][C:7]=3[CH:8]=[N:9][C:10]=2[CH:11]=1. (4) Given the reactants [F:1][C:2]1[CH:3]=[C:4]([NH:9][C:10]2[N:24]=[CH:23][C:22]([CH3:25])=[CH:21][C:11]=2[C:12]([NH:14][C:15]2[CH:20]=[CH:19][CH:18]=[CH:17][CH:16]=2)=[O:13])[CH:5]=[CH:6][C:7]=1[OH:8].Cl[C:27]1[CH:32]=[CH:31][N:30]=[C:29]([NH2:33])[CH:28]=1.C(N(CC)CC)C, predict the reaction product. The product is: [NH2:33][C:29]1[CH:28]=[C:27]([O:8][C:7]2[CH:6]=[CH:5][C:4]([NH:9][C:10]3[N:24]=[CH:23][C:22]([CH3:25])=[CH:21][C:11]=3[C:12]([NH:14][C:15]3[CH:20]=[CH:19][CH:18]=[CH:17][CH:16]=3)=[O:13])=[CH:3][C:2]=2[F:1])[CH:32]=[CH:31][N:30]=1.